From a dataset of Full USPTO retrosynthesis dataset with 1.9M reactions from patents (1976-2016). Predict the reactants needed to synthesize the given product. (1) Given the product [C:23]([O:22][C:20]([N:18]1[CH2:17][CH2:16][C:15]2([CH2:27][CH2:28][N:29]([CH2:31][C:32]3[C:40]4[C:35](=[CH:36][CH:37]=[CH:38][CH:39]=4)[N:34]([S:41]([C:44]4[CH:45]=[CH:46][C:47]([CH3:48])=[CH:49][CH:50]=4)(=[O:43])=[O:42])[CH:33]=3)[C:14]2=[O:13])[CH2:19]1)=[O:21])([CH3:26])([CH3:24])[CH3:25], predict the reactants needed to synthesize it. The reactants are: C(NC(C)C)(C)C.C([Li])CCC.[O:13]=[C:14]1[NH:29][CH2:28][CH2:27][C:15]21[CH2:19][N:18]([C:20]([O:22][C:23]([CH3:26])([CH3:25])[CH3:24])=[O:21])[CH2:17][CH2:16]2.Br[CH2:31][C:32]1[C:40]2[C:35](=[CH:36][CH:37]=[CH:38][CH:39]=2)[N:34]([S:41]([C:44]2[CH:50]=[CH:49][C:47]([CH3:48])=[CH:46][CH:45]=2)(=[O:43])=[O:42])[CH:33]=1.C(O)(=O)CC(CC(O)=O)(C(O)=O)O. (2) Given the product [CH:31]1([NH:37][C:3]([C:4]2[CH:10]=[C:11]([C:13]3[CH:18]=[C:17]([C:19]([F:22])([F:21])[F:20])[CH:16]=[CH:15][C:14]=3[Cl:23])[N:30]([CH2:24][C@H:25]3[CH2:26][CH2:27][CH2:28][O:29]3)[C:5]=2[CH3:6])=[O:2])[CH2:36][CH2:35][CH2:34][CH2:33][CH2:32]1, predict the reactants needed to synthesize it. The reactants are: C[O:2][C:3](=O)[CH2:4][C:5](=O)[CH3:6].Br[CH2:10][C:11]([C:13]1[CH:18]=[C:17]([C:19]([F:22])([F:21])[F:20])[CH:16]=[CH:15][C:14]=1[Cl:23])=O.[CH2:24]([NH2:30])[C@@H:25]1[O:29][CH2:28][CH2:27][CH2:26]1.[CH:31]1([NH2:37])[CH2:36][CH2:35][CH2:34][CH2:33][CH2:32]1. (3) Given the product [ClH:31].[ClH:31].[CH:19]12[NH:21][CH:16]([CH2:17][CH2:18]1)[CH2:15][N:14]([C:11]1[N:12]=[CH:13][C:8]([CH2:7][C@@H:5]([OH:6])[CH2:4][OH:3])=[CH:9][C:10]=1[F:29])[CH2:20]2, predict the reactants needed to synthesize it. The reactants are: CC1(C)[O:6][C@H:5]([CH2:7][C:8]2[CH:9]=[C:10]([F:29])[C:11]([N:14]3[CH2:20][CH:19]4[N:21](C(OC(C)(C)C)=O)[CH:16]([CH2:17][CH2:18]4)[CH2:15]3)=[N:12][CH:13]=2)[CH2:4][O:3]1.[ClH:31].CCOCC. (4) The reactants are: [CH3:1][O:2][C:3](=[O:33])[C@@H:4]([NH:25]C(OC(C)(C)C)=O)[CH2:5][C:6]1[CH:11]=[CH:10][C:9]([O:12][C:13](=[O:16])[NH:14][CH3:15])=[C:8]([O:17][CH2:18][C:19]2[CH:24]=[CH:23][CH:22]=[CH:21][CH:20]=2)[CH:7]=1.C(OCC)C.[Cl:39]CCl. Given the product [Cl-:39].[CH2:18]([O:17][C:8]1[CH:7]=[C:6]([CH2:5][C@H:4]([NH3+:25])[C:3]([O:2][CH3:1])=[O:33])[CH:11]=[CH:10][C:9]=1[O:12][C:13](=[O:16])[NH:14][CH3:15])[C:19]1[CH:20]=[CH:21][CH:22]=[CH:23][CH:24]=1, predict the reactants needed to synthesize it. (5) The reactants are: [Cl:1][C:2]1[C:3]([CH3:22])=[C:4]([C:9]([C:11]2[CH:12]=[N:13][N:14]([C:16]3[CH:21]=[CH:20][CH:19]=[CH:18][CH:17]=3)[CH:15]=2)=[O:10])[C:5]([OH:8])=[CH:6][CH:7]=1.Br[CH2:24][C:25]([O:27]CC)=[O:26]. Given the product [Cl:1][C:2]1[CH:7]=[CH:6][C:5]([O:8][CH2:24][C:25]([OH:27])=[O:26])=[C:4]([C:9]([C:11]2[CH:12]=[N:13][N:14]([C:16]3[CH:17]=[CH:18][CH:19]=[CH:20][CH:21]=3)[CH:15]=2)=[O:10])[C:3]=1[CH3:22], predict the reactants needed to synthesize it. (6) Given the product [CH3:13][O:12][C:6]1[C:5]([O:14][CH3:15])=[C:4]2[C:9]([N:10]=[CH:11][C:2]([S:16][CH2:17][CH2:18][N:30]3[CH2:29][CH2:28][CH:27]([NH:26][C:25]([C:42]4[CH:43]=[CH:44][C:38]5[S:37][CH2:36][C:35](=[O:34])[NH:40][C:39]=5[CH:41]=4)=[O:33])[CH2:32][CH2:31]3)=[N:3]2)=[CH:8][CH:7]=1, predict the reactants needed to synthesize it. The reactants are: Cl[C:2]1[CH:11]=[N:10][C:9]2[C:4](=[C:5]([O:14][CH3:15])[C:6]([O:12][CH3:13])=[CH:7][CH:8]=2)[N:3]=1.[SH:16][CH2:17][CH2:18]O.C(O[C:25](=[O:33])[NH:26][CH:27]1[CH2:32][CH2:31][NH:30][CH2:29][CH2:28]1)(C)(C)C.[O:34]=[C:35]1[NH:40][C:39]2[CH:41]=[C:42](C(O)=O)[CH:43]=[CH:44][C:38]=2[S:37][CH2:36]1. (7) Given the product [C:5]([C:4]1[CH:7]=[C:8]([N:10]([CH2:11][C:12]2[CH:13]=[CH:14][C:15]([S:18]([CH3:21])(=[O:20])=[O:19])=[CH:16][CH:17]=2)[C:31](=[O:32])[CH2:30][CH2:29][C:26]2[CH:27]=[CH:28][C:23]([CH3:22])=[CH:24][CH:25]=2)[CH:9]=[C:2]([F:1])[CH:3]=1)#[N:6], predict the reactants needed to synthesize it. The reactants are: [F:1][C:2]1[CH:3]=[C:4]([CH:7]=[C:8]([NH:10][CH2:11][C:12]2[CH:17]=[CH:16][C:15]([S:18]([CH3:21])(=[O:20])=[O:19])=[CH:14][CH:13]=2)[CH:9]=1)[C:5]#[N:6].[CH3:22][C:23]1[CH:28]=[CH:27][C:26]([CH2:29][CH2:30][C:31](O)=[O:32])=[CH:25][CH:24]=1. (8) Given the product [CH3:46][C:44]([CH3:47])([CH3:45])[C@H:43]([NH:48][C:49](=[O:54])[C@@H:50]([NH:52][CH3:53])[CH3:51])[C:42]([N:26]1[CH:27]([C:29]([NH:30][C@H:31]2[C:40]3[C:35](=[CH:36][CH:37]=[CH:38][CH:39]=3)[CH2:34][CH2:33][CH2:32]2)=[O:41])[CH2:18][C:19]2[C:24](=[CH:28][C:22]([C@H:17]3[CH2:23][C@@H:14]([C:12](=[O:13])[NH:11][C@H:161]([C:163]4[NH:167][N:166]=[N:165][N:164]=4)[CH2:160][C:154]4[CH:159]=[CH:158][CH:157]=[CH:156][CH:155]=4)[N:15]([C:56](=[O:69])[C@@H:57]([NH:62][C:63](=[O:68])[C@@H:64]([NH:66][CH3:67])[CH3:65])[C:58]([CH3:59])([CH3:61])[CH3:60])[CH2:16]3)=[CH:21][CH:20]=2)[CH2:25]1)=[O:55], predict the reactants needed to synthesize it. The reactants are: O1C2C(=CC=CC=2)[C@H]([NH:11][C:12]([C@@H:14]2[CH2:23][C:22]3[C:17](=[CH:18][C:19]([C@H:24]4[CH2:28][C@@H:27]([C:29](=[O:41])[NH:30][C@H:31]5[C:40]6[C:35](=[CH:36][CH:37]=[CH:38][CH:39]=6)[CH2:34][CH2:33][CH2:32]5)[N:26]([C:42](=[O:55])[C@@H:43]([NH:48][C:49](=[O:54])[C@@H:50]([NH:52][CH3:53])[CH3:51])[C:44]([CH3:47])([CH3:46])[CH3:45])[CH2:25]4)=[CH:20][CH:21]=3)[CH2:16][N:15]2[C:56](=[O:69])[C@@H:57]([NH:62][C:63](=[O:68])[C@@H:64]([NH:66][CH3:67])[CH3:65])[C:58]([CH3:61])([CH3:60])[CH3:59])=[O:13])CC1.C(OC(N(C)[C@@H](C)C(N[C@@H](C(C)(C)C)C(N1C[C@@H](C2C=C3C(C[C@@H](C(=O)N[C@H]4C5C(=CC=CC=5)CCC4)N(C(=O)[C@@H](NC(=O)[C@@H](N(C(OC(C)(C)C)=O)C)C)C(C)(C)C)C3)=CC=2)C[C@H]1C(N[C@@H](CC1C=CC=CC=1)C(O)=O)=O)=O)=O)=O)(C)(C)C.[C:154]1([CH2:160][C@@H:161]([C:163]2[NH:167][N:166]=[N:165][N:164]=2)N)[CH:159]=[CH:158][CH:157]=[CH:156][CH:155]=1.C(O)(C(F)(F)F)=O. (9) Given the product [Cl:9][C:4]1[CH:5]=[C:6]([Cl:8])[CH:7]=[C:2]([Cl:1])[C:3]=1[N:10]1[C:14]2=[N:15][C:16]([CH2:20][C:21]3[CH:26]=[CH:25][C:24]([NH:27][C:28]([CH2:29][N:35]4[CH2:40][CH2:39][NH:38][CH2:37][CH2:36]4)=[O:31])=[CH:23][CH:22]=3)=[N:17][C:18](=[O:19])[C:13]2=[C:12]([CH:32]([CH3:34])[CH3:33])[NH:11]1, predict the reactants needed to synthesize it. The reactants are: [Cl:1][C:2]1[CH:7]=[C:6]([Cl:8])[CH:5]=[C:4]([Cl:9])[C:3]=1[N:10]1[C:14]2=[N:15][C:16]([CH2:20][C:21]3[CH:26]=[CH:25][C:24]([NH:27][C:28](=[O:31])[CH2:29]Cl)=[CH:23][CH:22]=3)=[N:17][C:18](=[O:19])[C:13]2=[C:12]([CH:32]([CH3:34])[CH3:33])[NH:11]1.[NH:35]1[CH2:40][CH2:39][NH:38][CH2:37][CH2:36]1.O. (10) The reactants are: C(N(CC)CC)C.[CH:8]([C:10]1[C:18]2[C:13](=[CH:14][CH:15]=[CH:16][CH:17]=2)[N:12](C(OC(C)(C)C)=O)[CH:11]=1)=[O:9].[F:26][C:27]1[CH:42]=[CH:41][C:30]([CH:31]=[N:32][C:33]2[CH:38]=[CH:37][CH:36]=[C:35]([O:39][CH3:40])[CH:34]=2)=[CH:29][CH:28]=1. Given the product [F:26][C:27]1[CH:28]=[CH:29][C:30]([CH:31]([NH:32][C:33]2[CH:38]=[CH:37][CH:36]=[C:35]([O:39][CH3:40])[CH:34]=2)[C:8]([C:10]2[C:18]3[C:13](=[CH:14][CH:15]=[CH:16][CH:17]=3)[NH:12][CH:11]=2)=[O:9])=[CH:41][CH:42]=1, predict the reactants needed to synthesize it.